This data is from HIV replication inhibition screening data with 41,000+ compounds from the AIDS Antiviral Screen. The task is: Binary Classification. Given a drug SMILES string, predict its activity (active/inactive) in a high-throughput screening assay against a specified biological target. (1) The compound is C[N+](C)(C)CCOP(=O)([O-])OCCNC(=O)c1ccc2ccccc2c1. The result is 0 (inactive). (2) The drug is Cc1cc(C)nc(NS(=O)(=O)c2ccc(NC(=O)c3cccc4c(Nc5ccc(S(N)(=O)=O)cc5)c5ccccc5nc34)cc2)n1. The result is 0 (inactive). (3) The drug is Cc1nn2c(=O)n(-c3cccc(-n4nnc5c(-c6ccccc6)c(C)nn5c4=O)c3C)nnc2c1-c1ccccc1. The result is 0 (inactive). (4) The compound is N=C(CSS(=O)(=O)O)NC1CC2CCC1C2. The result is 0 (inactive). (5) The molecule is COc1c(-c2ccccc2)oc2c(ccc3occc32)c1=O. The result is 0 (inactive).